From a dataset of Reaction yield outcomes from USPTO patents with 853,638 reactions. Predict the reaction yield, written as a fraction of the theoretical maximum amount of product (1.0 means a 100% yield; for example, 0.34 means a 34% yield). (1) The reactants are [N:1]([CH2:4][C:5]1[CH:6]=[C:7]([CH:39]=[CH:40][CH:41]=1)[C:8]([NH:10][C:11]1[CH:16]=[CH:15][C:14]([N:17]2[CH2:22][CH2:21][CH2:20][CH2:19][CH2:18]2)=[CH:13][C:12]=1[C:23]([NH:25]/[N:26]=[CH:27]/[C:28]1[CH:33]=[CH:32][C:31]([Cl:34])=[C:30]([C:35]([F:38])([F:37])[F:36])[CH:29]=1)=[O:24])=[O:9])=[N+:2]=[N-:3].[CH2:42]([OH:47])[CH2:43][CH2:44][C:45]#[CH:46]. No catalyst specified. The product is [Cl:34][C:31]1[CH:32]=[CH:33][C:28](/[CH:27]=[N:26]/[NH:25][C:23]([C:12]2[CH:13]=[C:14]([N:17]3[CH2:18][CH2:19][CH2:20][CH2:21][CH2:22]3)[CH:15]=[CH:16][C:11]=2[NH:10][C:8](=[O:9])[C:7]2[CH:39]=[CH:40][CH:41]=[C:5]([CH2:4][N:1]3[CH:46]=[C:45]([CH2:44][CH2:43][CH2:42][OH:47])[N:3]=[N:2]3)[CH:6]=2)=[O:24])=[CH:29][C:30]=1[C:35]([F:38])([F:36])[F:37]. The yield is 0.320. (2) The reactants are [C:1]1([S:7]([C:10]2[CH:11]=[C:12]3[C:17](=[CH:18][CH:19]=2)[C:16](=O)[CH2:15][CH2:14][CH2:13]3)(=[O:9])=[O:8])[CH:6]=[CH:5][CH:4]=[CH:3][CH:2]=1.C[Si]([C:25]#[N:26])(C)C. The catalyst is [I-].[Zn+2].[I-].CCOCC. The product is [C:1]1([S:7]([C:10]2[CH:11]=[C:12]3[C:17](=[CH:18][CH:19]=2)[C:16]([C:25]#[N:26])=[CH:15][CH2:14][CH2:13]3)(=[O:9])=[O:8])[CH:6]=[CH:5][CH:4]=[CH:3][CH:2]=1. The yield is 0.440. (3) The reactants are C(OC([N:8]1[CH2:13][CH2:12][N:11]([CH2:14][C:15]2[CH:20]=[CH:19][C:18]([F:21])=[CH:17][CH:16]=2)[CH2:10][CH2:9]1)=O)(C)(C)C.FC(F)(F)C(O)=O. The catalyst is C(Cl)Cl. The product is [F:21][C:18]1[CH:19]=[CH:20][C:15]([CH2:14][N:11]2[CH2:12][CH2:13][NH:8][CH2:9][CH2:10]2)=[CH:16][CH:17]=1. The yield is 0.950.